From a dataset of Full USPTO retrosynthesis dataset with 1.9M reactions from patents (1976-2016). Predict the reactants needed to synthesize the given product. Given the product [Br:37][C:38]1[C:39]2[C:44](=[CH:43][CH:42]=[CH:41][CH:40]=2)[C:45]([C:29]2[CH:28]=[C:27]([N:26]3[C:25]4[CH:24]=[CH:36][CH:35]=[CH:34][C:33]=4[C:10]4[C:22]3=[CH:18][CH:17]=[CH:16][CH:9]=4)[CH:32]=[CH:31][CH:30]=2)=[C:46]2[C:51]=1[CH:50]=[CH:49][CH:48]=[CH:47]2, predict the reactants needed to synthesize it. The reactants are: BrC1C2[C:10](=CC=CC=2)[C:9]([C:16]2[CH:17]=[C:18]([C:22]3[N:26]([C:27]4[CH:32]=[CH:31][CH:30]=[CH:29][CH:28]=4)[C:25]4[CH:33]=[CH:34][CH:35]=[CH:36][C:24]=4N=3)C=CC=2)=C2C=1C=CC=C2.[Br:37][C:38]1[C:39]2[C:44]([C:45](Br)=[C:46]3[C:51]=1[CH:50]=[CH:49][CH:48]=[CH:47]3)=[CH:43][CH:42]=[CH:41][CH:40]=2.C([O-])([O-])=O.[Na+].[Na+].O.